From a dataset of Full USPTO retrosynthesis dataset with 1.9M reactions from patents (1976-2016). Predict the reactants needed to synthesize the given product. (1) Given the product [O:5]=[C:4]1[NH:6][N:7]2[CH:11]=[CH:10][N:9]=[C:8]2[C:12](=[O:14])[CH:3]1[C:1]#[N:2], predict the reactants needed to synthesize it. The reactants are: [C:1]([CH2:3][C:4]([NH:6][N:7]1[CH:11]=[CH:10][N:9]=[C:8]1[C:12]([O:14]CC)=O)=[O:5])#[N:2].C(N1CCCC(NC2C=C(N(CC3C=CC(OC)=CC=3)C3C=CC=CC=3)C3N(C(C#N)=CN=3)N=2)C1)C1C=CC=CC=1.CC(C)([O-])C.[K+].Cl. (2) Given the product [F:21][CH:2]([F:1])[C:3]1[CH:8]=[CH:7][C:6](/[CH:9]=[CH:10]/[C:11]([N:32]2[CH2:33][CH2:34][CH:29]([CH2:28][C:25]3[O:24][C:23]([CH3:22])=[N:27][N:26]=3)[CH2:30][CH2:31]2)=[O:13])=[C:5]([CH2:14][N:15]2[N:19]=[N:18][C:17]([CH3:20])=[N:16]2)[CH:4]=1, predict the reactants needed to synthesize it. The reactants are: [F:1][CH:2]([F:21])[C:3]1[CH:8]=[CH:7][C:6](/[CH:9]=[CH:10]/[C:11]([OH:13])=O)=[C:5]([CH2:14][N:15]2[N:19]=[N:18][C:17]([CH3:20])=[N:16]2)[CH:4]=1.[CH3:22][C:23]1[O:24][C:25]([CH2:28][CH:29]2[CH2:34][CH2:33][NH:32][CH2:31][CH2:30]2)=[N:26][N:27]=1. (3) Given the product [C:9]([O:12][C@@H:13]1[C@@H:18]([O:19][C:20](=[O:22])[CH3:21])[C@H:17]([O:23][C:24](=[O:26])[CH3:25])[CH2:16][S:15][C@H:14]1[O:8][C:7]1[C:2]([CH3:1])=[N:3][CH:4]=[CH:5][CH:6]=1)(=[O:11])[CH3:10], predict the reactants needed to synthesize it. The reactants are: [CH3:1][C:2]1[C:7]([OH:8])=[CH:6][CH:5]=[CH:4][N:3]=1.[C:9]([O:12][C@@H:13]1[C@@H:18]([O:19][C:20](=[O:22])[CH3:21])[C@H:17]([O:23][C:24](=[O:26])[CH3:25])[CH2:16][S:15][C@@H:14]1Br)(=[O:11])[CH3:10]. (4) The reactants are: Br[C:2]1[CH:7]=[CH:6][C:5]([C@H:8]2[CH2:10][C@@H:9]2[CH2:11][N:12]([CH2:15][CH3:16])[CH2:13][CH3:14])=[CH:4][CH:3]=1.[N:17]1[NH:18][C:19](=[O:23])[CH:20]=[CH:21][CH:22]=1. Given the product [CH2:13]([N:12]([CH2:11][C@H:9]1[CH2:10][C@@H:8]1[C:5]1[CH:6]=[CH:7][C:2]([N:18]2[C:19](=[O:23])[CH:20]=[CH:21][CH:22]=[N:17]2)=[CH:3][CH:4]=1)[CH2:15][CH3:16])[CH3:14], predict the reactants needed to synthesize it. (5) Given the product [CH3:17][C:16]1[CH:15]=[CH:14][O:13][C:12]=1[C:10]([NH:9][C:5]1[CH:4]=[C:3]([C:1]#[C:2][C:19]2[CH:20]=[N:21][CH:22]=[C:23]([CH:27]=2)[C:24]([OH:26])=[O:25])[CH:8]=[CH:7][CH:6]=1)=[O:11], predict the reactants needed to synthesize it. The reactants are: [C:1]([C:3]1[CH:4]=[C:5]([NH:9][C:10]([C:12]2[O:13][CH:14]=[CH:15][C:16]=2[CH3:17])=[O:11])[CH:6]=[CH:7][CH:8]=1)#[CH:2].Br[C:19]1[CH:20]=[N:21][CH:22]=[C:23]([CH:27]=1)[C:24]([OH:26])=[O:25].